Dataset: Forward reaction prediction with 1.9M reactions from USPTO patents (1976-2016). Task: Predict the product of the given reaction. (1) Given the reactants Br[C:2]1[CH:10]=[CH:9][C:5]2[O:6][CH2:7][O:8][C:4]=2[C:3]=1[CH:11]=[O:12].C([O-])([O-])=O.[Na+].[Na+].[CH:19]([C:21]1[CH:26]=[CH:25][CH:24]=[CH:23][C:22]=1B(O)O)=[O:20], predict the reaction product. The product is: [CH:19]([C:21]1[CH:26]=[CH:25][CH:24]=[CH:23][C:22]=1[C:2]1[CH:10]=[CH:9][C:5]2[O:6][CH2:7][O:8][C:4]=2[C:3]=1[CH:11]=[O:12])=[O:20]. (2) Given the reactants C([O:8][C:9]1[C:14](=[O:15])[C:13]([Cl:16])=[CH:12][N:11]([CH3:17])[CH:10]=1)C1C=CC=CC=1, predict the reaction product. The product is: [Cl:16][C:13]1[C:14](=[O:15])[C:9]([OH:8])=[CH:10][N:11]([CH3:17])[CH:12]=1. (3) Given the reactants [CH3:1][C:2]1(C)OC(=O)[C:5](=[C:9]([NH:11][CH2:12][CH:13]([C:18]([F:21])([F:20])[F:19])[C:14]([F:17])([F:16])[F:15])[CH3:10])[C:4](=[O:22])[O:3]1.CC[O-].[Na+], predict the reaction product. The product is: [F:15][C:14]([F:16])([F:17])[CH:13]([C:18]([F:19])([F:21])[F:20])[CH2:12][NH:11][C:9]([CH3:10])=[CH:5][C:4]([O:3][CH2:2][CH3:1])=[O:22]. (4) Given the reactants [OH:1][CH:2]1[CH2:6][CH2:5][N:4]([C:7]2[CH:8]=[CH:9][C:10]([C:13]#[N:14])=[N:11][CH:12]=2)[CH2:3]1.[OH:15][Li].O, predict the reaction product. The product is: [OH:1][CH:2]1[CH2:6][CH2:5][N:4]([C:7]2[CH:8]=[CH:9][C:10]([C:13]([NH2:14])=[O:15])=[N:11][CH:12]=2)[CH2:3]1. (5) Given the reactants C(=O)([O-])[O-].[K+].[K+].[I-].[Na+].[CH3:9][O:10][C:11](=[O:23])[CH2:12][O:13][C:14]1[CH:19]=[CH:18][C:17]([NH:20][CH3:21])=[CH:16][C:15]=1[I:22].Cl[CH2:25][C:26]1[S:30][C:29]([C:31]2[CH:36]=[CH:35][C:34]([C:37]([F:40])([F:39])[F:38])=[CH:33][CH:32]=2)=[N:28][C:27]=1[CH3:41], predict the reaction product. The product is: [CH3:9][O:10][C:11](=[O:23])[CH2:12][O:13][C:14]1[CH:19]=[CH:18][C:17]([N:20]([CH3:21])[CH2:25][C:26]2[S:30][C:29]([C:31]3[CH:36]=[CH:35][C:34]([C:37]([F:40])([F:39])[F:38])=[CH:33][CH:32]=3)=[N:28][C:27]=2[CH3:41])=[CH:16][C:15]=1[I:22]. (6) Given the reactants C([O:8][C:9](=O)[C@@H:10]([O:18][C:19]1[CH:24]=[CH:23][C:22]([C:25]([O:34][CH2:35][C:36]2[CH:41]=[CH:40][C:39]([O:42][CH3:43])=[CH:38][CH:37]=2)([C:30]([F:33])([F:32])[F:31])[C:26]([F:29])([F:28])[F:27])=[CH:21][C:20]=1[CH3:44])[CH2:11][C:12]1[CH:17]=[CH:16][CH:15]=[CH:14][CH:13]=1)C1C=CC=CC=1.[BH4-].[Na+].O, predict the reaction product. The product is: [CH3:44][C:20]1[CH:21]=[C:22]([C:25]([O:34][CH2:35][C:36]2[CH:37]=[CH:38][C:39]([O:42][CH3:43])=[CH:40][CH:41]=2)([C:26]([F:27])([F:28])[F:29])[C:30]([F:32])([F:33])[F:31])[CH:23]=[CH:24][C:19]=1[O:18][C@@H:10]([CH2:11][C:12]1[CH:17]=[CH:16][CH:15]=[CH:14][CH:13]=1)[CH2:9][OH:8].